From a dataset of Full USPTO retrosynthesis dataset with 1.9M reactions from patents (1976-2016). Predict the reactants needed to synthesize the given product. (1) The reactants are: FC1C=CC(N[C:9]([C:11]2(C(NC3C=CC(OC4C5C(=CC(OC)=C(OC)C=5)N=C(C)N=4)=CC=3)=O)CC2)=[O:10])=CC=1.[CH3:39][O:40][C:41](=[O:53])[C:42]1[CH:47]=[C:46]([O:48][CH3:49])[C:45]([O:50][CH3:51])=[CH:44][C:43]=1[NH2:52].C(OC(=O)C)(=O)C. Given the product [CH3:39][O:40][C:41](=[O:53])[C:42]1[CH:47]=[C:46]([O:48][CH3:49])[C:45]([O:50][CH3:51])=[CH:44][C:43]=1[NH:52][C:9](=[O:10])[CH3:11], predict the reactants needed to synthesize it. (2) The reactants are: [CH3:1][O:2][C:3]1[CH:23]=[CH:22][C:21]([O:24][CH3:25])=[CH:20][C:4]=1[CH2:5][CH:6]1[C:15]2[C:10](=[CH:11][C:12]([O:18][CH3:19])=[C:13]([O:16][CH3:17])[CH:14]=2)[CH2:9][CH2:8][NH:7]1.Br[CH:27]([C:32]1[CH:37]=[CH:36][CH:35]=[CH:34][CH:33]=1)[C:28]([O:30]C)=[O:29]. Given the product [CH3:1][O:2][C:3]1[CH:23]=[CH:22][C:21]([O:24][CH3:25])=[CH:20][C:4]=1[CH2:5][CH:6]1[C:15]2[C:10](=[CH:11][C:12]([O:18][CH3:19])=[C:13]([O:16][CH3:17])[CH:14]=2)[CH2:9][CH2:8][N:7]1[CH:27]([C:32]1[CH:37]=[CH:36][CH:35]=[CH:34][CH:33]=1)[C:28]([OH:30])=[O:29], predict the reactants needed to synthesize it. (3) Given the product [CH3:1][O:2][C:3]1[CH:12]=[C:11]2[C:6]([C:7]([O:13][CH2:14][C:15]3[N:19]4[CH:20]=[C:21]([C:24]5[S:28][C:27]([C:29]([NH:34][CH3:33])=[O:30])=[CH:26][CH:25]=5)[CH:22]=[CH:23][C:18]4=[N:17][N:16]=3)=[CH:8][CH:9]=[N:10]2)=[CH:5][CH:4]=1, predict the reactants needed to synthesize it. The reactants are: [CH3:1][O:2][C:3]1[CH:12]=[C:11]2[C:6]([C:7]([O:13][CH2:14][C:15]3[N:19]4[CH:20]=[C:21]([C:24]5[S:28][C:27]([C:29](Cl)=[O:30])=[CH:26][CH:25]=5)[CH:22]=[CH:23][C:18]4=[N:17][N:16]=3)=[CH:8][CH:9]=[N:10]2)=[CH:5][CH:4]=1.C[CH2:33][N:34](C(C)C)C(C)C.CN. (4) The reactants are: [CH2:1]([O:3][C:4]1[CH:9]=[CH:8][C:7]([N:10]2[C:14]3=[N:15][CH:16]=[C:17]([C:19]#[C:20][C:21]4[CH:26]=[CH:25][C:24]([CH2:27][CH3:28])=[CH:23][CH:22]=4)[CH:18]=[C:13]3[N:12]=[CH:11]2)=[CH:6][CH:5]=1)[CH3:2]. Given the product [CH2:1]([O:3][C:4]1[CH:5]=[CH:6][C:7]([N:10]2[C:14]3=[N:15][CH:16]=[C:17]([CH2:19][CH2:20][C:21]4[CH:22]=[CH:23][C:24]([CH2:27][CH3:28])=[CH:25][CH:26]=4)[CH:18]=[C:13]3[N:12]=[CH:11]2)=[CH:8][CH:9]=1)[CH3:2], predict the reactants needed to synthesize it. (5) The reactants are: [NH2:1][C:2]1[CH:7]=[CH:6][CH:5]=[CH:4][N:3]=1.Br[CH2:9][C:10]([C:12]1[CH:17]=[CH:16][C:15]([N+:18]([O-:20])=[O:19])=[CH:14][CH:13]=1)=O.C(=O)(O)[O-].[Na+]. Given the product [N+:18]([C:15]1[CH:16]=[CH:17][C:12]([C:10]2[N:1]=[C:2]3[CH:7]=[CH:6][CH:5]=[CH:4][N:3]3[CH:9]=2)=[CH:13][CH:14]=1)([O-:20])=[O:19], predict the reactants needed to synthesize it. (6) Given the product [C:1]([C:3]1[CH:4]=[CH:5][C:6]([NH:9][CH2:10][C:11]2[N:15]([CH3:16])[C:14]3[CH:17]=[CH:18][C:19]([C@@:21]([NH2:30])([C:23]([N:25]4[CH2:29][CH2:28][CH2:27][CH2:26]4)=[O:24])[CH3:22])=[CH:20][C:13]=3[N:12]=2)=[CH:7][CH:8]=1)#[N:2], predict the reactants needed to synthesize it. The reactants are: [C:1]([C:3]1[CH:8]=[CH:7][C:6]([NH:9][CH2:10][C:11]2[N:15]([CH3:16])[C:14]3[CH:17]=[CH:18][C:19]([C@@:21]([NH:30]C(OC(C)(C)C)=O)([C:23]([N:25]4[CH2:29][CH2:28][CH2:27][CH2:26]4)=[O:24])[CH3:22])=[CH:20][C:13]=3[N:12]=2)=[CH:5][CH:4]=1)#[N:2].Cl.N. (7) Given the product [CH:1]([C@H:4]1[C:9]2[N:10]=[CH:11][NH:12][C:8]=2[CH2:7][C@@H:6]([C:23]([O:25][CH3:26])=[O:24])[N:5]1[C:27]([O:29][CH2:30][C:31]1[CH:32]=[CH:33][CH:34]=[CH:35][CH:36]=1)=[O:28])([CH3:3])[CH3:2], predict the reactants needed to synthesize it. The reactants are: [CH:1]([CH:4]1[C:9]2[N:10](C(OCC3C=CC=CC=3)=O)[CH:11]=[N:12][C:8]=2[CH2:7][C@@H:6]([C:23]([O:25][CH3:26])=[O:24])[N:5]1[C:27]([O:29][CH2:30][C:31]1[CH:36]=[CH:35][CH:34]=[CH:33][CH:32]=1)=[O:28])([CH3:3])[CH3:2].C(C1C2N=CNC=2C[C@@H](C(OC)=O)N1C(OCC1C=CC=CC=1)=O)(C)C.CN.